From a dataset of Catalyst prediction with 721,799 reactions and 888 catalyst types from USPTO. Predict which catalyst facilitates the given reaction. (1) The catalyst class is: 55. Reactant: [OH:1][C:2]1[CH:7]=[C:6]([CH2:8][CH3:9])[O:5][C:4](=[O:10])[CH:3]=1.[C:11](Cl)(=[O:15])[CH2:12][CH2:13][CH3:14]. Product: [C:11]([C:3]1[C:4](=[O:10])[O:5][C:6]([CH2:8][CH3:9])=[CH:7][C:2]=1[OH:1])(=[O:15])[CH2:12][CH2:13][CH3:14]. (2) Reactant: [C:14]1(P([C:14]2[CH:19]=[CH:18][CH:17]=[CH:16][CH:15]=2)[C:14]2[CH:19]=[CH:18][CH:17]=[CH:16][CH:15]=2)[CH:19]=[CH:18][CH:17]=[CH:16][CH:15]=1.Cl[C:21]1[CH:22]=[C:23]([CH3:27])[CH:24]=[CH:25][CH:26]=1.C1([Mg]Cl)C=CC=CC=1. Product: [CH3:27][C:23]1[CH:22]=[C:21]([C:14]2[CH:15]=[CH:16][CH:17]=[CH:18][CH:19]=2)[CH:26]=[CH:25][CH:24]=1. The catalyst class is: 1. (3) Product: [C:16]([O:15][C:11]([NH:12][N:13]=[CH:5][C:2]([CH3:1])([CH3:3])[CH3:4])=[O:14])([CH3:19])([CH3:18])[CH3:17]. The catalyst class is: 5. Reactant: [CH3:1][C:2]([CH:5]=O)([CH3:4])[CH3:3].C(O)(=O)C.[C:11]([O:15][C:16]([CH3:19])([CH3:18])[CH3:17])(=[O:14])[NH:12][NH2:13]. (4) Reactant: FC(F)(F)C(O)=O.[OH:8][C:9]([C:12]1[O:16][N:15]=[C:14]([C:17]2[S:18][CH:19]=[C:20]([C:22]([O:24]C(C)(C)C)=[O:23])[N:21]=2)[N:13]=1)([CH3:11])[CH3:10]. Product: [OH:8][C:9]([C:12]1[O:16][N:15]=[C:14]([C:17]2[S:18][CH:19]=[C:20]([C:22]([OH:24])=[O:23])[N:21]=2)[N:13]=1)([CH3:11])[CH3:10]. The catalyst class is: 4. (5) Reactant: [F:1][CH:2]([F:13])[O:3][C:4]1[CH:9]=[CH:8][C:7]([N+:10]([O-])=O)=[CH:6][N:5]=1.Cl. Product: [F:13][CH:2]([F:1])[O:3][C:4]1[N:5]=[CH:6][C:7]([NH2:10])=[CH:8][CH:9]=1. The catalyst class is: 186. (6) Reactant: [NH2:1][CH2:2][C:3]([OH:5])=[O:4].F[C:7]1[CH:12]=[CH:11][C:10]([N+:13]([O-:15])=[O:14])=[CH:9][CH:8]=1.C(=O)(O)[O-].[Na+]. Product: [N+:13]([C:10]1[CH:11]=[CH:12][C:7]([NH:1][CH2:2][C:3]([OH:5])=[O:4])=[CH:8][CH:9]=1)([O-:15])=[O:14]. The catalyst class is: 38.